Task: Predict the product of the given reaction.. Dataset: Forward reaction prediction with 1.9M reactions from USPTO patents (1976-2016) (1) Given the reactants [C:1]([N:9]1[CH2:14][CH2:13][CH2:12][CH:11]([C:15]([O:17][CH2:18][CH3:19])=[O:16])[CH2:10]1)(=[O:8])[C:2]1[CH:7]=[CH:6][CH:5]=[CH:4][CH:3]=1.Br[CH2:21][CH2:22][CH2:23][C:24]1[CH:29]=[CH:28][CH:27]=[CH:26][CH:25]=1, predict the reaction product. The product is: [C:1]([N:9]1[CH2:14][CH2:13][CH2:12][C:11]([CH2:21][CH2:22][CH2:23][C:24]2[CH:29]=[CH:28][CH:27]=[CH:26][CH:25]=2)([C:15]([O:17][CH2:18][CH3:19])=[O:16])[CH2:10]1)(=[O:8])[C:2]1[CH:3]=[CH:4][CH:5]=[CH:6][CH:7]=1. (2) Given the reactants [F:1][C:2]1[CH:7]=[CH:6][CH:5]=[C:4]([F:8])[C:3]=1[NH:9][N:10]=[C:11]([C:14]#[N:15])[C:12]#[N:13].FC1C=CC=C(F)C=1N.C(#N)CC#N.O.[NH2:31][NH2:32], predict the reaction product. The product is: [NH2:15][C:14]1[C:11](=[N:10][NH:9][C:3]2[C:4]([F:8])=[CH:5][CH:6]=[CH:7][C:2]=2[F:1])[C:12]([NH2:13])=[N:32][N:31]=1. (3) Given the reactants C(OC([N:6]1[C:10]2=[N:11][CH:12]=[CH:13][CH:14]=[C:9]2[C:8](C2CCN(C(OCC)=O)CC2)=[CH:7]1)=O)C.[OH-].[K+], predict the reaction product. The product is: [N:11]1([C:8]2[C:9]3[C:10](=[N:11][CH:12]=[CH:13][CH:14]=3)[NH:6][CH:7]=2)[CH2:12][CH2:13][CH2:14][CH2:9][CH2:10]1. (4) Given the reactants [H-].[H-].[H-].[H-].[Li+].[Al+3].C[O:8][C:9](=O)[C@H:10]([O:12][CH:13]1[CH2:18][CH2:17][CH2:16][CH2:15][O:14]1)[CH3:11], predict the reaction product. The product is: [O:14]1[CH2:15][CH2:16][CH2:17][CH2:18][CH:13]1[O:12][C@H:10]([CH3:11])[CH2:9][OH:8]. (5) Given the reactants [C:1]([O:5][C@@H:6]([C:10]1[C:19]([CH3:20])=[CH:18][C:17]2[C:12](=[CH:13][CH:14]=[C:15]([C:21]3[CH:26]=CC=[CH:23][N:22]=3)[CH:16]=2)[C:11]=1[C:27]1[CH:32]=[CH:31][C:30]([Cl:33])=[CH:29][CH:28]=1)[C:7]([OH:9])=[O:8])([CH3:4])([CH3:3])[CH3:2].C([Sn](CCCC)(CCCC)[C:39]1C=CC=C[N:40]=1)CCC, predict the reaction product. The product is: [C:1]([O:5][C@@H:6]([C:10]1[C:19]([CH3:20])=[CH:18][C:17]2[C:12](=[CH:13][CH:14]=[C:15]([C:21]3[N:22]([CH3:23])[CH:39]=[N:40][CH:26]=3)[CH:16]=2)[C:11]=1[C:27]1[CH:32]=[CH:31][C:30]([Cl:33])=[CH:29][CH:28]=1)[C:7]([OH:9])=[O:8])([CH3:2])([CH3:3])[CH3:4]. (6) Given the reactants [CH3:1][N:2]1[CH2:25][CH2:24][C:5]2[N:6]([CH2:14][C:15]([C:18]3[CH:23]=[CH:22][N:21]=[CH:20][CH:19]=3)(O)[CH3:16])[C:7]3[CH:8]=[CH:9][C:10]([CH3:13])=[CH:11][C:12]=3[C:4]=2[CH2:3]1.CN(C=O)C.S(Cl)(Cl)=O.CO.C(Cl)Cl, predict the reaction product. The product is: [CH3:1][N:2]1[CH2:25][CH2:24][C:5]2[N:6](/[CH:14]=[C:15](/[C:18]3[CH:19]=[CH:20][N:21]=[CH:22][CH:23]=3)\[CH3:16])[C:7]3[CH:8]=[CH:9][C:10]([CH3:13])=[CH:11][C:12]=3[C:4]=2[CH2:3]1. (7) Given the reactants C(OC(=O)[NH:7][C:8]1[CH:13]=[C:12]([N:14]([CH3:16])[CH3:15])[C:11]([C:17]#[N:18])=[CH:10][C:9]=1[NH:19][C:20](=[O:43])[CH2:21][C:22](=O)[C:23]1[CH:28]=[CH:27][CH:26]=[C:25]([N:29]2[C:33]([CH2:34][O:35]C3CCCCO3)=[CH:32][N:31]=[N:30]2)[CH:24]=1)(C)(C)C.C(O)(C(F)(F)F)=O, predict the reaction product. The product is: [CH3:15][N:14]([CH3:16])[C:12]1[C:11]([C:17]#[N:18])=[CH:10][C:9]2[NH:19][C:20](=[O:43])[CH2:21][C:22]([C:23]3[CH:28]=[CH:27][CH:26]=[C:25]([N:29]4[C:33]([CH2:34][OH:35])=[CH:32][N:31]=[N:30]4)[CH:24]=3)=[N:7][C:8]=2[CH:13]=1. (8) Given the reactants [OH-].[Li+].[C:3]([O:7][C:8]([NH:10][C@@H:11]1[C:21]2[C:16](=[N:17][CH:18]=[CH:19][N:20]=2)[C:15]([CH2:22][C:23]([O:25]C)=[O:24])=[CH:14][CH2:13][C@H:12]1[C:27]1[CH:32]=[CH:31][CH:30]=[C:29]([F:33])[C:28]=1[F:34])=[O:9])([CH3:6])([CH3:5])[CH3:4], predict the reaction product. The product is: [C:3]([O:7][C:8]([NH:10][C@@H:11]1[C:21]2[C:16](=[N:17][CH:18]=[CH:19][N:20]=2)[C:15]([CH2:22][C:23]([OH:25])=[O:24])=[CH:14][CH2:13][C@H:12]1[C:27]1[CH:32]=[CH:31][CH:30]=[C:29]([F:33])[C:28]=1[F:34])=[O:9])([CH3:6])([CH3:4])[CH3:5]. (9) Given the reactants [OH:1][CH2:2][CH2:3][CH2:4][CH2:5][N:6]1[CH2:11][CH2:10][CH:9]([C:12]2[CH:13]=[C:14]([NH:18][C:19](=[O:23])[CH:20]([CH3:22])[CH3:21])[CH:15]=[CH:16][CH:17]=2)[CH2:8][CH2:7]1.[CH3:24][C:25]1[O:29][N:28]=[C:27]([C:30]2[CH:35]=[CH:34][CH:33]=[CH:32][CH:31]=2)[C:26]=1[C:36](Cl)=[O:37], predict the reaction product. The product is: [CH3:24][C:25]1[O:29][N:28]=[C:27]([C:30]2[CH:35]=[CH:34][CH:33]=[CH:32][CH:31]=2)[C:26]=1[C:36]([O:1][CH2:2][CH2:3][CH2:4][CH2:5][N:6]1[CH2:7][CH2:8][CH:9]([C:12]2[CH:17]=[CH:16][CH:15]=[C:14]([NH:18][C:19](=[O:23])[CH:20]([CH3:21])[CH3:22])[CH:13]=2)[CH2:10][CH2:11]1)=[O:37].